This data is from Catalyst prediction with 721,799 reactions and 888 catalyst types from USPTO. The task is: Predict which catalyst facilitates the given reaction. (1) Reactant: [N:1]([C:4]1[CH:11]=[CH:10][C:7]([CH:8]=O)=[CH:6][CH:5]=1)=[N+:2]=[N-:3].[OH-].[Na+].[CH:14](=[O:16])[CH3:15]. Product: [N:1]([C:4]1[CH:11]=[CH:10][C:7]([CH:8]=[CH:15][CH:14]=[O:16])=[CH:6][CH:5]=1)=[N+:2]=[N-:3]. The catalyst class is: 252. (2) The catalyst class is: 5. Reactant: [C:1]([C:4]1[CH:5]=[C:6]([S:10]([NH:13][C:14]2[CH:22]=[CH:21][C:17]([C:18]([OH:20])=[O:19])=[C:16]([OH:23])[CH:15]=2)(=[O:12])=[O:11])[CH:7]=[CH:8][CH:9]=1)(=[O:3])[CH3:2].[BH4-].[Na+]. Product: [OH:23][C:16]1[CH:15]=[C:14]([NH:13][S:10]([C:6]2[CH:7]=[CH:8][CH:9]=[C:4]([CH:1]([OH:3])[CH3:2])[CH:5]=2)(=[O:12])=[O:11])[CH:22]=[CH:21][C:17]=1[C:18]([OH:20])=[O:19]. (3) Reactant: CS(OS(C)(=O)=O)(=O)=O.[CH3:10][O:11][C:12]1[CH:19]=[CH:18][C:15]([CH2:16]O)=[CH:14][C:13]=1[CH3:20].C(N(C(C)C)CC)(C)C.C(OC([N:37]1[CH:41]=[C:40]([CH2:42][C:43]#[N:44])[N:39]=[CH:38]1)=O)(C)(C)C.P([O-])([O-])([O-])=O.[K+].[K+].[K+]. Product: [CH3:10][O:11][C:12]1[CH:19]=[CH:18][C:15]([CH2:16][N:39]2[C:40]([CH2:42][C:43]#[N:44])=[CH:41][N:37]=[CH:38]2)=[CH:14][C:13]=1[CH3:20]. The catalyst class is: 2. (4) Reactant: [CH:1]1([N:6]2[C:10](=[O:11])[CH2:9][C:8]([CH3:12])=[N:7]2)[CH2:5][CH2:4][CH2:3][CH2:2]1.C(=O)([O-])[O-].[K+].[K+].CS(O[CH2:24][C:25]1[N:29]([C:30]2[CH:35]=[CH:34][CH:33]=[CH:32][CH:31]=2)[N:28]=[C:27]([CH3:36])[CH:26]=1)(=O)=O.CC1C=C(CO)N(C2C=CC=CC=2)N=1. Product: [CH:1]1([N:6]2[C:10]([O:11][CH2:24][C:25]3[N:29]([C:30]4[CH:31]=[CH:32][CH:33]=[CH:34][CH:35]=4)[N:28]=[C:27]([CH3:36])[CH:26]=3)=[CH:9][C:8]([CH3:12])=[N:7]2)[CH2:2][CH2:3][CH2:4][CH2:5]1. The catalyst class is: 3. (5) Reactant: [H-].[Na+].[NH2:3][C@@H:4]([CH2:7][CH3:8])[CH2:5][OH:6].Cl[CH2:10][C:11](OCC)=[O:12].[NH4+].[Cl-]. Product: [CH2:7]([C@@H:4]1[NH:3][C:11](=[O:12])[CH2:10][O:6][CH2:5]1)[CH3:8]. The catalyst class is: 11. (6) Reactant: [C:1]1([C:12]2[C:13](=[O:27])[NH:14][C:15](=[O:26])[C:16]=2[C:17]2[C:25]3[C:20](=[CH:21][CH:22]=[CH:23][CH:24]=3)[NH:19][CH:18]=2)[C:9]2[C:4]3=[C:5]([CH2:10][CH2:11][N:3]3[CH:2]=1)[CH:6]=[CH:7][CH:8]=2.[Mg].C(OCC)(=O)C. Product: [C:1]1([C@H:12]2[C@H:16]([C:17]3[C:25]4[C:20](=[CH:21][CH:22]=[CH:23][CH:24]=4)[NH:19][CH:18]=3)[C:15](=[O:26])[NH:14][C:13]2=[O:27])[C:9]2[C:4]3=[C:5]([CH2:10][CH2:11][N:3]3[CH:2]=1)[CH:6]=[CH:7][CH:8]=2. The catalyst class is: 5. (7) Reactant: [C@H:1]1([NH2:11])[C:10]2[C:5](=[CH:6][CH:7]=[CH:8][CH:9]=2)[CH2:4][CH2:3][CH2:2]1.[NH:12]1[C:20]2[C:15](=[CH:16][C:17]([C:21](O)=[O:22])=[CH:18][CH:19]=2)[CH:14]=[N:13]1.CCN(C(C)C)C(C)C.CN(C(ON1N=NC2C=CC=CC1=2)=[N+](C)C)C.[B-](F)(F)(F)F. The catalyst class is: 3. Product: [C@H:1]1([NH:11][C:21]([C:17]2[CH:16]=[C:15]3[C:20](=[CH:19][CH:18]=2)[NH:12][N:13]=[CH:14]3)=[O:22])[C:10]2[C:5](=[CH:6][CH:7]=[CH:8][CH:9]=2)[CH2:4][CH2:3][CH2:2]1. (8) Reactant: [CH2:1]([C:3]1[CH:4]=[C:5]([CH:8]=[CH:9][C:10]=1[N:11]([CH3:22])[C:12]1[N:17]=[CH:16][C:15]2[N:18]=[CH:19][N:20]([CH3:21])[C:14]=2[CH:13]=1)[CH:6]=[O:7])[CH3:2].[CH3:23][Mg]Br. Product: [CH2:1]([C:3]1[CH:4]=[C:5]([CH:6]([OH:7])[CH3:23])[CH:8]=[CH:9][C:10]=1[N:11]([CH3:22])[C:12]1[N:17]=[CH:16][C:15]2[N:18]=[CH:19][N:20]([CH3:21])[C:14]=2[CH:13]=1)[CH3:2]. The catalyst class is: 1.